The task is: Predict the reactants needed to synthesize the given product.. This data is from Full USPTO retrosynthesis dataset with 1.9M reactions from patents (1976-2016). (1) Given the product [NH2:29][CH2:25][C@@H:23]([OH:24])[CH2:22][O:21][C:17]1[C:18]([CH3:20])=[CH:19][C:14]([C:11]2[N:10]=[C:9]([C:7]3[CH:6]=[C:5]([CH3:28])[N:4]=[C:3]([CH2:1][CH3:2])[CH:8]=3)[O:13][N:12]=2)=[CH:15][C:16]=1[CH2:26][CH3:27], predict the reactants needed to synthesize it. The reactants are: [CH2:1]([C:3]1[CH:8]=[C:7]([C:9]2[O:13][N:12]=[C:11]([C:14]3[CH:19]=[C:18]([CH3:20])[C:17]([O:21][CH2:22][C@H:23]4[CH2:25][O:24]4)=[C:16]([CH2:26][CH3:27])[CH:15]=3)[N:10]=2)[CH:6]=[C:5]([CH3:28])[N:4]=1)[CH3:2].[NH3:29]. (2) The reactants are: [Br:1][C:2]1[S:11][C:5]2[N:6]=[CH:7][N:8]=[C:9](Cl)[C:4]=2[C:3]=1[I:12].[OH:13][C@H:14]([CH2:19][C:20]1[CH:25]=[CH:24][CH:23]=[CH:22][CH:21]=1)[C:15]([O:17][CH3:18])=[O:16].C(=O)([O-])[O-].[Cs+].[Cs+].CS(C)=O. Given the product [Br:1][C:2]1[S:11][C:5]2[N:6]=[CH:7][N:8]=[C:9]([O:13][C@H:14]([CH2:19][C:20]3[CH:25]=[CH:24][CH:23]=[CH:22][CH:21]=3)[C:15]([O:17][CH3:18])=[O:16])[C:4]=2[C:3]=1[I:12], predict the reactants needed to synthesize it.